This data is from Catalyst prediction with 721,799 reactions and 888 catalyst types from USPTO. The task is: Predict which catalyst facilitates the given reaction. (1) Reactant: C([O:3][CH:4](OCC)[C:5]1[O:13][C:12]2[C:11]([C:14]3[CH:25]=[CH:24][C:17]([C:18]([NH:20][CH2:21][CH2:22][OH:23])=[O:19])=[CH:16][CH:15]=3)=[CH:10][N:9]=[CH:8][C:7]=2[CH:6]=1)C.Cl.C(=O)([O-])[O-].[Na+].[Na+]. Product: [CH:4]([C:5]1[O:13][C:12]2[C:11]([C:14]3[CH:15]=[CH:16][C:17]([C:18]([NH:20][CH2:21][CH2:22][OH:23])=[O:19])=[CH:24][CH:25]=3)=[CH:10][N:9]=[CH:8][C:7]=2[CH:6]=1)=[O:3]. The catalyst class is: 7. (2) Reactant: [Cl:1][C:2]1[CH:3]=[N:4][CH:5]=[C:6]([Cl:9])[C:7]=1[NH2:8].Cl[C:11]1[C:20]2[C:15](=[C:16]([O:23][CH:24]3[CH2:28][CH2:27][CH2:26][CH2:25]3)[C:17]([O:21][CH3:22])=[CH:18][CH:19]=2)[N:14]=[CH:13][CH:12]=1. Product: [CH:24]1([O:23][C:16]2[C:17]([O:21][CH3:22])=[CH:18][CH:19]=[C:20]3[C:15]=2[N:14]=[CH:13][CH:12]=[C:11]3[NH:8][C:7]2[C:6]([Cl:9])=[CH:5][N:4]=[CH:3][C:2]=2[Cl:1])[CH2:25][CH2:26][CH2:27][CH2:28]1. The catalyst class is: 3. (3) Reactant: C([O:3][C:4]([C:6]1([CH2:13][C:14](OCC)=[O:15])[CH2:11][CH2:10][CH2:9][NH:8][C:7]1=[O:12])=O)C.[Cl-].[Ca+2].[Cl-].[BH4-].[Na+]. Product: [OH:15][CH2:14][CH2:13][C:6]1([CH2:4][OH:3])[CH2:11][CH2:10][CH2:9][NH:8][C:7]1=[O:12]. The catalyst class is: 5. (4) Reactant: [Br:1][C:2]1[CH:3]=[C:4]([OH:26])[CH:5]=[C:6]([Br:25])[C:7]=1[O:8][C:9]1[CH:14]=[CH:13][C:12]([O:15]C)=[C:11]([CH2:17][C:18]2[CH:23]=[CH:22][C:21]([F:24])=[CH:20][CH:19]=2)[CH:10]=1.ClCCl.B(Br)(Br)Br. Product: [Br:1][C:2]1[CH:3]=[C:4]([OH:26])[CH:5]=[C:6]([Br:25])[C:7]=1[O:8][C:9]1[CH:14]=[CH:13][C:12]([OH:15])=[C:11]([CH2:17][C:18]2[CH:19]=[CH:20][C:21]([F:24])=[CH:22][CH:23]=2)[CH:10]=1. The catalyst class is: 13. (5) Reactant: [Cl:1][C:2]1[N:3]=[CH:4][NH:5][C:6]=1[Cl:7].[OH-].[K+].[Br:10][CH2:11][CH3:12].[K+].[Br-].Br[CH2:16][CH2:17][C:18]1[CH:27]=[CH:26][C:25]2[C:20](=[CH:21][CH:22]=[CH:23][CH:24]=2)[CH:19]=1. Product: [Br-:10].[CH2:11]([N+:3]1[C:2]([Cl:1])=[C:6]([Cl:7])[N:5]([C:18]2([CH2:17][CH3:16])[CH:27]=[CH:26][C:25]3[C:20](=[CH:21][CH:22]=[CH:23][CH:24]=3)[CH2:19]2)[CH:4]=1)[CH3:12]. The catalyst class is: 10. (6) Reactant: [NH2:1][CH2:2][CH:3]1[CH2:8][CH2:7][N:6]([C:9]2[C:10]3[CH:33]=[CH:32][N:31](S(C4C=CC(C)=CC=4)(=O)=O)[C:11]=3[N:12]=[C:13]([NH:15][C:16]3[CH:21]=[CH:20][C:19]([N:22]4[CH2:27][CH2:26][N:25]([C:28](=[O:30])[CH3:29])[CH2:24][CH2:23]4)=[CH:18][CH:17]=3)[N:14]=2)[CH2:5][CH2:4]1.[OH-].[K+]. Product: [NH2:1][CH2:2][CH:3]1[CH2:8][CH2:7][N:6]([C:9]2[C:10]3[CH:33]=[CH:32][NH:31][C:11]=3[N:12]=[C:13]([NH:15][C:16]3[CH:17]=[CH:18][C:19]([N:22]4[CH2:27][CH2:26][NH:25][CH2:24][CH2:23]4)=[CH:20][CH:21]=3)[N:14]=2)[CH2:5][CH2:4]1.[NH2:1][CH2:2][CH:3]1[CH2:8][CH2:7][N:6]([C:9]2[C:10]3[CH:33]=[CH:32][NH:31][C:11]=3[N:12]=[C:13]([NH:15][C:16]3[CH:17]=[CH:18][C:19]([N:22]4[CH2:23][CH2:24][N:25]([C:28](=[O:30])[CH3:29])[CH2:26][CH2:27]4)=[CH:20][CH:21]=3)[N:14]=2)[CH2:5][CH2:4]1. The catalyst class is: 5.